Predict the reaction yield, written as a fraction of the theoretical maximum amount of product (1.0 means a 100% yield; for example, 0.34 means a 34% yield). From a dataset of Reaction yield outcomes from USPTO patents with 853,638 reactions. (1) The reactants are [Br:1][C:2]1[CH:7]=[CH:6][C:5]([C:8](=[O:10])[CH3:9])=[CH:4][CH:3]=1.[O:11]1[CH:15]=[CH:14][CH:13]=[C:12]1[CH:16]=O.CO[Na].Cl. The catalyst is CO. The product is [Br:1][C:2]1[CH:7]=[CH:6][C:5]([C:8](=[O:10])[CH:9]=[CH:16][C:12]2[O:11][CH:15]=[CH:14][CH:13]=2)=[CH:4][CH:3]=1. The yield is 0.650. (2) The product is [CH3:29][C:30]1([CH3:40])[CH2:34][C:33]2[CH:35]=[CH:36][CH:37]=[C:38]([O:39][C:2]3[C:7](=[O:8])[N:6]([CH2:9][C:10]4[CH:15]=[CH:14][C:13]([C:16]5[C:17]([C:22]#[N:23])=[CH:18][CH:19]=[CH:20][CH:21]=5)=[CH:12][CH:11]=4)[C:5]([CH2:24][CH2:25][CH3:26])=[N:4][C:3]=3[CH2:27][CH3:28])[C:32]=2[O:31]1. The yield is 0.390. The reactants are Br[C:2]1[C:7](=[O:8])[N:6]([CH2:9][C:10]2[CH:15]=[CH:14][C:13]([C:16]3[C:17]([C:22]#[N:23])=[CH:18][CH:19]=[CH:20][CH:21]=3)=[CH:12][CH:11]=2)[C:5]([CH2:24][CH2:25][CH3:26])=[N:4][C:3]=1[CH2:27][CH3:28].[CH3:29][C:30]1([CH3:40])[CH2:34][C:33]2[CH:35]=[CH:36][CH:37]=[C:38]([OH:39])[C:32]=2[O:31]1.[OH-].[K+].CS(C)=O. The catalyst is C(OCC)(=O)C. (3) The reactants are [CH3:1][N:2]1[C@@H:12]2[CH2:13][C:14]3[CH:19]=[CH:18][C:17]([OH:20])=[C:16]4[O:21][C@H:6]5[C:7]([CH:9]=[CH:10][C@:11]2([OH:22])[C@:5]5([C:15]=34)[CH2:4][CH2:3]1)=[O:8].C(=O)([O-])O.[Na+].[CH:28]1(CBr)[CH2:31][CH2:30][CH2:29]1. The catalyst is CN1C(=O)CCC1. The product is [CH2:28]1[CH2:31][CH:30]([CH2:1][N:2]2[C@@H:12]3[CH2:13][C:14]4[CH:19]=[CH:18][C:17]([OH:20])=[C:16]5[O:21][C@H:6]6[C:7]([CH2:9][CH2:10][C@:11]3([OH:22])[C@:5]6([C:15]=45)[CH2:4][CH2:3]2)=[O:8])[CH2:29]1. The yield is 0.660. (4) The catalyst is O1CCOCC1. The reactants are [C:1]1([OH:7])[CH:6]=[CH:5][CH:4]=[CH:3][CH:2]=1.[H-].[Na+].Cl[C:11]1[C:12]2[N:20]=[C:19]([C:21]3[CH:26]=[CH:25][C:24]([F:27])=[CH:23][CH:22]=3)[CH:18]=[CH:17][C:13]=2[N:14]=[CH:15][N:16]=1. The product is [O:7]([C:11]1[C:12]2[N:20]=[C:19]([C:21]3[CH:26]=[CH:25][C:24]([F:27])=[CH:23][CH:22]=3)[CH:18]=[CH:17][C:13]=2[N:14]=[CH:15][N:16]=1)[C:1]1[CH:6]=[CH:5][CH:4]=[CH:3][CH:2]=1. The yield is 0.950. (5) The reactants are [ClH:1].Cl.Cl[C:4]1[CH:9]=[CH:8][CH:7]=[CH:6][C:5]=1[N:10]=CC1(O)CCCC1.[CH:18]1[CH:23]=[CH:22][C:21](C2C=CC=CC=2)=[CH:20][CH:19]=1.C1C=CC([O:36]C2C=CC=CC=2)=CC=1. No catalyst specified. The product is [CH:19]1[CH:20]=[CH:21][C:22]([Cl:1])=[C:23]([C:5]2([NH2:10])[C:4](=[O:36])[CH2:9][CH2:8][CH2:7][CH2:6]2)[CH:18]=1. The yield is 0.800.